This data is from SARS-CoV-2 main protease (3CLPro) crystallographic fragment screen with 879 compounds. The task is: Binary Classification. Given a drug SMILES string, predict its activity (active/inactive) in a high-throughput screening assay against a specified biological target. (1) The drug is N#CCC(=O)NC1CCCCC1. The result is 0 (inactive). (2) The compound is c1cc(NCC2CCCO2)ccn1. The result is 0 (inactive). (3) The molecule is O=C1CN(Cc2ccccc2)CC(=O)N1. The result is 0 (inactive). (4) The compound is O=C(CCCc1ccccc1)N1CCOCC1. The result is 0 (inactive).